From a dataset of Forward reaction prediction with 1.9M reactions from USPTO patents (1976-2016). Predict the product of the given reaction. (1) Given the reactants [S:1]1[CH:5]=[CH:4][CH:3]=[C:2]1[CH2:6][NH:7][C:8]([C:10]1[CH:25]=[C:13]2[CH:14]=[C:15]([C:19]3[CH:24]=[CH:23][CH:22]=[CH:21][CH:20]=3)[CH:16]=[C:17](Br)[N:12]2[N:11]=1)=[O:9].[CH3:26][O-:27].[Na+].Cl.C(Cl)Cl, predict the reaction product. The product is: [S:1]1[CH:5]=[CH:4][CH:3]=[C:2]1[CH2:6][NH:7][C:8]([C:10]1[CH:25]=[C:13]2[CH:14]=[C:15]([C:19]3[CH:24]=[CH:23][CH:22]=[CH:21][CH:20]=3)[CH:16]=[C:17]([O:27][CH3:26])[N:12]2[N:11]=1)=[O:9]. (2) Given the reactants F[P-](F)(F)(F)(F)F.[N:8]1[CH:13]=[CH:12][CH:11]=[C:10]([CH2:14][S+]2CCCC2)[CH:9]=1.[Cl:20][C:21]1[CH:22]=[C:23]([C:28]2[C:29]([CH:34]=[O:35])=[CH:30][CH:31]=[CH:32]C=2)[CH:24]=[C:25]([Cl:27])[CH:26]=1.[OH-].[K+].CC#[N:40], predict the reaction product. The product is: [Cl:20][C:21]1[CH:22]=[C:23]([C:28]2[C:29]([CH:34]3[CH:14]([C:10]4[CH:9]=[N:8][CH:13]=[CH:12][CH:11]=4)[O:35]3)=[CH:30][CH:31]=[CH:32][N:40]=2)[CH:24]=[C:25]([Cl:27])[CH:26]=1.